Dataset: Full USPTO retrosynthesis dataset with 1.9M reactions from patents (1976-2016). Task: Predict the reactants needed to synthesize the given product. Given the product [Br:15][C:16]1[CH:21]=[C:20]([F:22])[C:19]([Cl:23])=[CH:18][C:17]=1[S:24]([NH:1][C@@H:2]1[CH2:3][C@H:4]([CH3:14])[N:5]([C:7]#[N:30])[CH2:6]1)(=[O:26])=[O:25], predict the reactants needed to synthesize it. The reactants are: [NH2:1][C@H:2]1[CH2:6][N:5]([C:7](OC(C)(C)C)=O)[C@@H:4]([CH3:14])[CH2:3]1.[Br:15][C:16]1[CH:21]=[C:20]([F:22])[C:19]([Cl:23])=[CH:18][C:17]=1[S:24](Cl)(=[O:26])=[O:25].CC[N:30](C(C)C)C(C)C.N#CBr.C(O)C(N)(CO)CO.